The task is: Predict the reactants needed to synthesize the given product.. This data is from Full USPTO retrosynthesis dataset with 1.9M reactions from patents (1976-2016). (1) Given the product [O:12]1[CH2:13][CH2:14][N:9]([C:2]2[N:7]=[C:6]([NH2:8])[CH:5]=[CH:4][CH:3]=2)[CH2:10][CH2:11]1, predict the reactants needed to synthesize it. The reactants are: F[C:2]1[N:7]=[C:6]([NH2:8])[CH:5]=[CH:4][CH:3]=1.[NH:9]1[CH2:14][CH2:13][O:12][CH2:11][CH2:10]1. (2) Given the product [CH2:4]([O:6][CH2:7][C:8]1[CH:9]=[C:10]([NH:30][CH2:31][CH2:32][N:33]2[CH2:37][CH2:36][CH2:35][CH2:34]2)[C:11]([CH3:29])=[C:12]([NH:14][C:15]([C:17]2[CH:18]=[C:19]3[C:24](=[CH:25][CH:26]=2)[C:23](=[O:27])[NH:22][N:21]=[CH:20]3)=[O:16])[CH:13]=1)[CH3:5], predict the reactants needed to synthesize it. The reactants are: C(O)=O.[CH2:4]([O:6][CH2:7][C:8]1[CH:9]=[C:10]([NH:30][CH2:31][CH2:32][N:33]2[CH2:37][CH2:36][CH2:35][CH2:34]2)[C:11]([CH3:29])=[C:12]([NH:14][C:15]([C:17]2[CH:18]=[C:19]3[C:24](=[CH:25][CH:26]=2)[C:23](=[O:27])[NH:22][N:21]=[C:20]3Cl)=[O:16])[CH:13]=1)[CH3:5]. (3) Given the product [C:1]1([N:7]([C:29]([O:28][CH3:27])=[O:30])[NH:8][C:16]([O:18][CH2:19][C:20]2[CH:25]=[CH:24][CH:23]=[CH:22][CH:21]=2)=[O:17])[CH:6]=[CH:5][CH:4]=[CH:3][CH:2]=1, predict the reactants needed to synthesize it. The reactants are: [C:1]1([NH:7][NH2:8])[CH:6]=[CH:5][CH:4]=[CH:3][CH:2]=1.C([O-])([O-])=O.[K+].[K+].Cl[C:16]([O:18][CH2:19][C:20]1[CH:25]=[CH:24][CH:23]=[CH:22][CH:21]=1)=[O:17].C[CH2:27][O:28][C:29](C)=[O:30]. (4) Given the product [C:8]([C:10]1[CH:11]=[C:12]([CH:16]2[CH2:25][C:24]([CH3:26])([CH3:27])[C:23]3[C:18](=[CH:19][CH:20]=[C:21]([C:28]([NH:5][S:2]([CH3:1])(=[O:4])=[O:3])=[O:29])[CH:22]=3)[NH:17]2)[CH:13]=[CH:14][CH:15]=1)#[N:9], predict the reactants needed to synthesize it. The reactants are: [CH3:1][S:2]([NH2:5])(=[O:4])=[O:3].[H-].[Na+].[C:8]([C:10]1[CH:11]=[C:12]([CH:16]2[CH2:25][C:24]([CH3:27])([CH3:26])[C:23]3[C:18](=[CH:19][CH:20]=[C:21]([C:28](O)=[O:29])[CH:22]=3)[NH:17]2)[CH:13]=[CH:14][CH:15]=1)#[N:9].C(N1C=CN=C1)(N1C=CN=C1)=O. (5) Given the product [Cl:20][C:17]1[CH:18]=[CH:19][C:14]([CH2:13][N:7]2[C:8](=[O:12])[C:9]3[N:10]([CH3:11])[C:2]([N:28]([CH3:29])[CH3:27])=[N:3][C:4]=3[N:5]([CH2:22][CH2:23][CH3:24])[C:6]2=[O:21])=[CH:15][CH:16]=1, predict the reactants needed to synthesize it. The reactants are: Br[C:2]1[N:10]([CH3:11])[C:9]2[C:8](=[O:12])[N:7]([CH2:13][C:14]3[CH:19]=[CH:18][C:17]([Cl:20])=[CH:16][CH:15]=3)[C:6](=[O:21])[N:5]([CH2:22][CH2:23][CH3:24])[C:4]=2[N:3]=1.CO.[CH3:27][NH:28][CH3:29]. (6) The reactants are: C[Si](C)(C)CCOC[N:7](COCC[Si](C)(C)C)[C:8]1[N:13]2[N:14]=[CH:15][C:16]([C:17]3[CH:18]=[N:19][C:20]([C:23]4[CH:28]=[CH:27][CH:26]=[CH:25][CH:24]=4)=[CH:21][CH:22]=3)=[C:12]2[N:11]=[C:10]([CH:29]2[CH2:34][CH2:33][CH:32]([CH2:35][C:36]([O:38]CC)=O)[CH2:31][CH2:30]2)[C:9]=1Br.O.[NH2:53][NH2:54]. Given the product [NH2:7][C:8]1[N:13]2[N:14]=[CH:15][C:16]([C:17]3[CH:18]=[N:19][C:20]([C:23]4[CH:24]=[CH:25][CH:26]=[CH:27][CH:28]=4)=[CH:21][CH:22]=3)=[C:12]2[N:11]=[C:10]([CH:29]2[CH2:30][CH2:31][CH:32]([CH2:35][C:36]([NH:53][NH2:54])=[O:38])[CH2:33][CH2:34]2)[CH:9]=1, predict the reactants needed to synthesize it. (7) Given the product [CH3:1][O:2][C:3](=[O:15])[C:4](=[O:14])[CH:5]([Cl:13])[C:6]1[CH:11]=[CH:10][C:9]([CH2:16][CH3:17])=[CH:8][CH:7]=1, predict the reactants needed to synthesize it. The reactants are: [CH3:1][O:2][C:3](=[O:15])[C:4](=[O:14])[CH:5]([Cl:13])[C:6]1[CH:11]=[CH:10][C:9](F)=[CH:8][CH:7]=1.[CH2:16](C1C=CC(C=O)=CC=1)[CH3:17].FC1C=CC(C=O)=CC=1. (8) Given the product [S:1]1[C:5]([C:6]2[C:15]([N:16]3[CH2:21][CH2:20][CH2:19][CH2:18][CH2:17]3)=[N:14][C:13]3[C:8](=[CH:9][CH:10]=[C:11]([C:22]([OH:24])=[O:23])[CH:12]=3)[N:7]=2)=[CH:4][C:3]2[CH:26]=[CH:27][CH:28]=[CH:29][C:2]1=2, predict the reactants needed to synthesize it. The reactants are: [S:1]1[C:5]([C:6]2[C:15]([N:16]3[CH2:21][CH2:20][CH2:19][CH2:18][CH2:17]3)=[N:14][C:13]3[C:8](=[CH:9][CH:10]=[C:11]([C:22]([O:24]C)=[O:23])[CH:12]=3)[N:7]=2)=[CH:4][C:3]2[CH:26]=[CH:27][CH:28]=[CH:29][C:2]1=2.[OH-].[Na+].O. (9) Given the product [Br:1][C:2]1[CH:3]=[C:4]([CH:7]=[C:8]([CH2:10][OH:17])[CH:9]=1)[C:5]#[N:6], predict the reactants needed to synthesize it. The reactants are: [Br:1][C:2]1[CH:3]=[C:4]([CH:7]=[C:8]([CH3:10])[CH:9]=1)[C:5]#[N:6].BrN1C(=[O:17])CCC1=O.C(OOC(=O)C1C=CC=CC=1)(=O)C1C=CC=CC=1.C([O-])(=O)C.[Na+].